Dataset: NCI-60 drug combinations with 297,098 pairs across 59 cell lines. Task: Regression. Given two drug SMILES strings and cell line genomic features, predict the synergy score measuring deviation from expected non-interaction effect. Drug 2: CC1=C(C(=CC=C1)Cl)NC(=O)C2=CN=C(S2)NC3=CC(=NC(=N3)C)N4CCN(CC4)CCO. Drug 1: CC1=C(C(CCC1)(C)C)C=CC(=CC=CC(=CC(=O)O)C)C. Cell line: U251. Synergy scores: CSS=-7.90, Synergy_ZIP=9.53, Synergy_Bliss=4.07, Synergy_Loewe=-1.41, Synergy_HSA=-2.32.